This data is from Full USPTO retrosynthesis dataset with 1.9M reactions from patents (1976-2016). The task is: Predict the reactants needed to synthesize the given product. Given the product [C:17]1([CH2:16][N:9]2[C:10]3[CH:15]=[CH:14][CH:13]=[CH:12][C:11]=3[N:7](/[CH:6]=[CH:5]/[C:4]([OH:28])=[O:3])[C:8]2=[O:27])[C:26]2[C:21](=[CH:22][CH:23]=[CH:24][CH:25]=2)[CH:20]=[CH:19][CH:18]=1, predict the reactants needed to synthesize it. The reactants are: C([O:3][C:4](=[O:28])/[CH:5]=[CH:6]/[N:7]1[C:11]2[CH:12]=[CH:13][CH:14]=[CH:15][C:10]=2[N:9]([CH2:16][C:17]2[C:26]3[C:21](=[CH:22][CH:23]=[CH:24][CH:25]=3)[CH:20]=[CH:19][CH:18]=2)[C:8]1=[O:27])C.[OH-].[Na+].Cl.